From a dataset of Peptide-MHC class I binding affinity with 185,985 pairs from IEDB/IMGT. Regression. Given a peptide amino acid sequence and an MHC pseudo amino acid sequence, predict their binding affinity value. This is MHC class I binding data. (1) The peptide sequence is WFQRIPLQW. The MHC is HLA-A02:03 with pseudo-sequence HLA-A02:03. The binding affinity (normalized) is 0.0847. (2) The peptide sequence is PDLKTVHNI. The MHC is HLA-B18:01 with pseudo-sequence HLA-B18:01. The binding affinity (normalized) is 0.149.